Predict the reactants needed to synthesize the given product. From a dataset of Full USPTO retrosynthesis dataset with 1.9M reactions from patents (1976-2016). (1) Given the product [ClH:28].[F:1][C:2]1[CH:3]=[C:4]([NH:8][C:9]2[N:10]=[CH:11][C:12]([C:20]([N:22]3[CH2:23][CH2:24][O:25][CH2:26][CH2:27]3)=[O:21])=[C:13]3[C:17]([CH3:18])=[CH:16][N:15]([CH3:19])[C:14]=23)[CH:5]=[CH:6][CH:7]=1, predict the reactants needed to synthesize it. The reactants are: [F:1][C:2]1[CH:3]=[C:4]([NH:8][C:9]2[N:10]=[CH:11][C:12]([C:20]([N:22]3[CH2:27][CH2:26][O:25][CH2:24][CH2:23]3)=[O:21])=[C:13]3[C:17]([CH3:18])=[CH:16][N:15]([CH3:19])[C:14]=23)[CH:5]=[CH:6][CH:7]=1.[ClH:28]. (2) Given the product [C:1]([O:5][C:6](=[O:27])[CH:7]([CH3:9])[CH3:8])([CH3:4])([CH3:3])[CH3:2], predict the reactants needed to synthesize it. The reactants are: [C:1]([O:5][C:6](=[O:27])[C:7](SC1C=CC=C(CCNCCCCCCC)C=1)([CH3:9])[CH3:8])([CH3:4])([CH3:3])[CH3:2].FC1C=C(F)C=CC=1CC(O)=O.O.ON1C2C=CC=CC=2N=N1.C1(N=C=NC2CCCCC2)CCCCC1. (3) Given the product [ClH:39].[NH2:1][C:2]1[C:11]2[C:6](=[CH:7][C:8]([CH2:12][NH:13][C:14]([C:16]3[C:44]([C:45]([OH:40])=[O:37])=[N:18][N:19]([CH2:21][C:22]4[CH:27]=[CH:26][C:25]([CH2:28][N:29]5[CH:33]=[C:32]([CH3:34])[CH:31]=[N:30]5)=[CH:24][CH:23]=4)[CH:20]=3)=[O:15])=[CH:9][CH:10]=2)[CH:5]=[CH:4][N:3]=1, predict the reactants needed to synthesize it. The reactants are: [NH2:1][C:2]1[C:11]2[C:6](=[CH:7][C:8]([CH2:12][NH:13][C:14]([C:16]3C(C#N)=[N:18][N:19]([CH2:21][C:22]4[CH:27]=[CH:26][C:25]([CH2:28][N:29]5[CH:33]=[C:32]([CH3:34])[CH:31]=[N:30]5)=[CH:24][CH:23]=4)[CH:20]=3)=[O:15])=[CH:9][CH:10]=2)[CH:5]=[CH:4][N:3]=1.[OH-:37].[Li+].[ClH:39].[O:40]1[CH2:45][CH2:44]OCC1. (4) Given the product [Br:10][C:11]1[CH:19]=[CH:18][C:14]([C:15]([NH:1][CH2:2][CH2:3][CH2:4][N:5]2[CH:9]=[CH:8][N:7]=[CH:6]2)=[O:16])=[CH:13][CH:12]=1, predict the reactants needed to synthesize it. The reactants are: [NH2:1][CH2:2][CH2:3][CH2:4][N:5]1[CH:9]=[CH:8][N:7]=[CH:6]1.[Br:10][C:11]1[CH:19]=[CH:18][C:14]([C:15](Cl)=[O:16])=[CH:13][CH:12]=1. (5) Given the product [Br:25][C:26]1[CH:31]=[C:30]([F:32])[CH:29]=[CH:28][C:27]=1[S:33]([NH:24][C:20]1[CH:21]=[N:22][CH:23]=[C:18]([C:16]2[CH:15]=[CH:14][C:10]3[N:11]=[CH:12][N:13]=[C:8]([O:7][CH:4]4[CH2:5][CH2:6][O:1][CH2:2][CH2:3]4)[C:9]=3[N:17]=2)[CH:19]=1)(=[O:35])=[O:34], predict the reactants needed to synthesize it. The reactants are: [O:1]1[CH2:6][CH2:5][CH:4]([O:7][C:8]2[C:9]3[N:17]=[C:16]([C:18]4[CH:19]=[C:20]([NH2:24])[CH:21]=[N:22][CH:23]=4)[CH:15]=[CH:14][C:10]=3[N:11]=[CH:12][N:13]=2)[CH2:3][CH2:2]1.[Br:25][C:26]1[CH:31]=[C:30]([F:32])[CH:29]=[CH:28][C:27]=1[S:33](Cl)(=[O:35])=[O:34]. (6) The reactants are: C([CH:18]1[CH:21]([NH:22][C@H:23]([CH2:44][C:45]2[CH:50]=[CH:49][C:48]([Cl:51])=[CH:47][CH:46]=2)[C:24]([NH:26][N:27]2[CH2:31][CH2:30][C@H:29]([N:32]([CH:38]3[CH2:43][CH2:42][CH2:41][CH2:40][CH2:39]3)[C:33](=[O:37])[CH:34]([CH3:36])[CH3:35])[CH2:28]2)=[O:25])[CH2:20][N:19]1[CH3:52])(OCC1C2C(=CC=CC=2)C2C1=CC=CC=2)=O. Given the product [CH3:52][N:19]1[CH2:20][CH:21]([NH:22][C@H:23]([CH2:44][C:45]2[CH:46]=[CH:47][C:48]([Cl:51])=[CH:49][CH:50]=2)[C:24]([NH:26][N:27]2[CH2:31][CH2:30][C@H:29]([N:32]([CH:38]3[CH2:43][CH2:42][CH2:41][CH2:40][CH2:39]3)[C:33](=[O:37])[CH:34]([CH3:36])[CH3:35])[CH2:28]2)=[O:25])[CH2:18]1, predict the reactants needed to synthesize it. (7) Given the product [Cl:1][C:2]1[CH:7]=[C:6]([Cl:8])[CH:5]=[CH:4][C:3]=1[C:9]1[N:10]=[C:11](/[CH:18]=[CH:19]/[C:20]2[CH:25]=[CH:24][C:23]([O:26][CH3:27])=[CH:22][CH:21]=2)[N:12]([CH2:14][C:15]([NH:36][CH2:35][CH2:34][C:33]2[CH:37]=[CH:38][C:30]([O:29][CH3:28])=[CH:31][CH:32]=2)=[O:17])[CH:13]=1, predict the reactants needed to synthesize it. The reactants are: [Cl:1][C:2]1[CH:7]=[C:6]([Cl:8])[CH:5]=[CH:4][C:3]=1[C:9]1[N:10]=[C:11](/[CH:18]=[CH:19]/[C:20]2[CH:25]=[CH:24][C:23]([O:26][CH3:27])=[CH:22][CH:21]=2)[N:12]([CH2:14][C:15]([OH:17])=O)[CH:13]=1.[CH3:28][O:29][C:30]1[CH:38]=[CH:37][C:33]([CH2:34][CH2:35][NH2:36])=[CH:32][CH:31]=1. (8) Given the product [CH2:7]([O:14][C:15]1[CH:16]=[CH:17][C:18]([C:21]2[C:25]3=[N:26][CH:27]=[CH:28][CH:29]=[C:24]3[N:23]([CH2:30][CH3:31])[N:22]=2)=[N:19][CH:20]=1)[C:8]1[CH:9]=[CH:10][CH:11]=[CH:12][CH:13]=1, predict the reactants needed to synthesize it. The reactants are: C([O-])([O-])=O.[K+].[K+].[CH2:7]([O:14][C:15]1[CH:16]=[CH:17][C:18]([C:21]2[C:25]3=[N:26][CH:27]=[CH:28][CH:29]=[C:24]3[NH:23][N:22]=2)=[N:19][CH:20]=1)[C:8]1[CH:13]=[CH:12][CH:11]=[CH:10][CH:9]=1.[CH2:30](I)[CH3:31].C([O-])(O)=O.[Na+]. (9) The reactants are: [Li]CCCC.Br[CH2:7][C:8]1[CH:13]=[CH:12][CH:11]=[CH:10][CH:9]=1.[C:14]1(=[O:21])[CH2:20][CH2:19][CH2:18][CH2:17][CH:16]=[CH:15]1. Given the product [CH3:7][C:8]1[CH:13]=[CH:12][CH:11]=[CH:10][C:9]=1[C:14]1([OH:21])[CH2:20][CH2:19][CH2:18][CH2:17][CH:16]=[CH:15]1, predict the reactants needed to synthesize it. (10) The reactants are: [N:1]1[C:6]([NH2:7])=[CH:5][CH:4]=[C:3]([C:8]2[CH:9]=[N:10][CH:11]=[CH:12][CH:13]=2)[CH:2]=1.[H][H]. Given the product [NH:10]1[CH2:11][CH2:12][CH2:13][CH:8]([C:3]2[CH:4]=[CH:5][C:6]([NH2:7])=[N:1][CH:2]=2)[CH2:9]1, predict the reactants needed to synthesize it.